This data is from Full USPTO retrosynthesis dataset with 1.9M reactions from patents (1976-2016). The task is: Predict the reactants needed to synthesize the given product. (1) Given the product [CH2:34]([NH:36][C:29](=[O:30])[C@H:28]([O:27][C:25]1[CH:24]=[CH:23][CH:22]=[C:21]2[C:26]=1[C:17]([NH:16][C:12]1[CH:11]=[C:10]3[C:15](=[CH:14][CH:13]=1)[N:7]([CH2:6][C:2]1[S:1][CH:5]=[CH:4][N:3]=1)[N:8]=[CH:9]3)=[N:18][CH:19]=[N:20]2)[CH3:33])[CH3:35], predict the reactants needed to synthesize it. The reactants are: [S:1]1[CH:5]=[CH:4][N:3]=[C:2]1[CH2:6][N:7]1[C:15]2[C:10](=[CH:11][C:12]([NH:16][C:17]3[C:26]4[C:21](=[CH:22][CH:23]=[CH:24][C:25]=4[O:27][C@H:28]([CH3:33])[C:29](OC)=[O:30])[N:20]=[CH:19][N:18]=3)=[CH:13][CH:14]=2)[CH:9]=[N:8]1.[CH2:34]([NH2:36])[CH3:35]. (2) The reactants are: [N:1]1([S:7]([CH2:10][CH2:11][C:12]2[CH:17]=[CH:16][C:15]([NH2:18])=[CH:14][CH:13]=2)(=[O:9])=[O:8])[CH2:6][CH2:5][O:4][CH2:3][CH2:2]1.[CH2:19]([O:21][C:22]([C:24]1[C:25](=[O:48])[C:26]2[CH:31]=[N:30][C:29](S(CC)(=O)=O)=[N:28][C:27]=2[N:37]([C:39]2[CH:40]=[C:41]3[C:45](=[CH:46][CH:47]=2)[CH2:44][CH2:43][CH2:42]3)[CH:38]=1)=[O:23])[CH3:20]. Given the product [CH2:19]([O:21][C:22]([C:24]1[C:25](=[O:48])[C:26]2[CH:31]=[N:30][C:29]([NH:18][C:15]3[CH:16]=[CH:17][C:12]([CH2:11][CH2:10][S:7]([N:1]4[CH2:2][CH2:3][O:4][CH2:5][CH2:6]4)(=[O:9])=[O:8])=[CH:13][CH:14]=3)=[N:28][C:27]=2[N:37]([C:39]2[CH:40]=[C:41]3[C:45](=[CH:46][CH:47]=2)[CH2:44][CH2:43][CH2:42]3)[CH:38]=1)=[O:23])[CH3:20], predict the reactants needed to synthesize it. (3) Given the product [OH:19][C:13]1[CH:14]=[C:15]2[C:10](=[CH:11][CH:12]=1)[O:9][CH:8]([C:4]1[CH:5]=[CH:6][C:7]([C:32]([F:42])([F:41])[F:31])=[CH:2][CH:3]=1)[CH2:17][C:16]2=[O:18], predict the reactants needed to synthesize it. The reactants are: F[C:2]1[CH:3]=[C:4]([CH:8]2[CH2:17][C:16](=[O:18])[C:15]3[C:10](=[CH:11][CH:12]=[C:13]([OH:19])[CH:14]=3)[O:9]2)[CH:5]=[CH:6][CH:7]=1.OC1C=CC(O)=CC=1C(=O)C.[F:31][C:32]([F:42])([F:41])C1C=CC(C=O)=CC=1. (4) Given the product [CH3:1][C@H:2]1[O:7][C@@H:6]([O:8][C:9]2[C:18](=[O:19])[C:17]3[C:16]([OH:20])=[CH:15][C:14]([OH:21])=[C:13]([CH2:33][CH:34]=[C:35]([CH3:37])[CH3:36])[C:12]=3[O:11][C:10]=2[C:38]2[CH:39]=[CH:40][C:41]([O:44][CH3:45])=[CH:42][CH:43]=2)[C@@H:5]([OH:46])[C@@H:4]([OH:47])[C@@H:3]1[OH:48], predict the reactants needed to synthesize it. The reactants are: [CH3:1][C@@H:2]1[O:7][C@@H:6]([O:8][C:9]2[C:18](=[O:19])[C:17]3[C:16]([OH:20])=[CH:15][C:14]([O:21][C@@H]4O[C@H](CO)[C@@H](O)[C@H](O)[C@H]4O)=[C:13]([CH2:33][CH:34]=[C:35]([CH3:37])[CH3:36])[C:12]=3[O:11][C:10]=2[C:38]2[CH:39]=[CH:40][C:41]([O:44][CH3:45])=[CH:42][CH:43]=2)[C@H:5]([OH:46])[C@H:4]([OH:47])[C@H:3]1[OH:48].P([O-])(O)(O)=O.[Na+].P([O-])([O-])(O)=O.[Na+].[Na+].O=C[C@@H]([C@H]([C@@H]([C@@H](CO)O)O)O)O. (5) Given the product [CH2:12]([O:10][C:9](=[O:11])[CH2:8][C:4]1[CH:5]=[N:6][CH:7]=[C:2]([Br:1])[CH:3]=1)[CH3:13], predict the reactants needed to synthesize it. The reactants are: [Br:1][C:2]1[CH:3]=[C:4]([CH2:8][C:9]([OH:11])=[O:10])[CH:5]=[N:6][CH:7]=1.[CH2:12](O)[CH3:13].S(=O)(=O)(O)O.C(=O)(O)[O-].[Na+].